From a dataset of NCI-60 drug combinations with 297,098 pairs across 59 cell lines. Regression. Given two drug SMILES strings and cell line genomic features, predict the synergy score measuring deviation from expected non-interaction effect. (1) Drug 2: C1CN1C2=NC(=NC(=N2)N3CC3)N4CC4. Drug 1: C1=NC(=NC(=O)N1C2C(C(C(O2)CO)O)O)N. Synergy scores: CSS=42.7, Synergy_ZIP=-2.96, Synergy_Bliss=-2.56, Synergy_Loewe=-8.09, Synergy_HSA=2.05. Cell line: SK-MEL-5. (2) Drug 1: CC1C(C(=O)NC(C(=O)N2CCCC2C(=O)N(CC(=O)N(C(C(=O)O1)C(C)C)C)C)C(C)C)NC(=O)C3=C4C(=C(C=C3)C)OC5=C(C(=O)C(=C(C5=N4)C(=O)NC6C(OC(=O)C(N(C(=O)CN(C(=O)C7CCCN7C(=O)C(NC6=O)C(C)C)C)C)C(C)C)C)N)C. Drug 2: CCN(CC)CCNC(=O)C1=C(NC(=C1C)C=C2C3=C(C=CC(=C3)F)NC2=O)C. Cell line: A549. Synergy scores: CSS=-2.71, Synergy_ZIP=1.13, Synergy_Bliss=0.125, Synergy_Loewe=-4.40, Synergy_HSA=-4.89. (3) Synergy scores: CSS=34.8, Synergy_ZIP=-5.03, Synergy_Bliss=-4.77, Synergy_Loewe=-15.1, Synergy_HSA=-1.98. Drug 1: C1CCC(C(C1)N)N.C(=O)(C(=O)[O-])[O-].[Pt+4]. Cell line: T-47D. Drug 2: CC1C(C(CC(O1)OC2CC(CC3=C2C(=C4C(=C3O)C(=O)C5=CC=CC=C5C4=O)O)(C(=O)C)O)N)O.